This data is from Full USPTO retrosynthesis dataset with 1.9M reactions from patents (1976-2016). The task is: Predict the reactants needed to synthesize the given product. Given the product [Cl:9][C:10](=[N:38][NH:30][C:26]1[CH:27]=[CH:28][CH:29]=[C:24]([Cl:23])[CH:25]=1)[C:11]([O:13][CH2:14][CH3:15])=[O:12], predict the reactants needed to synthesize it. The reactants are: O.O.O.C([O-])(=O)C.[Na+].[Cl:9][CH:10](C(C)=O)[C:11]([O:13][CH2:14][CH3:15])=[O:12].N([O-])=O.[Na+].[Cl:23][C:24]1[CH:25]=[C:26]([NH2:30])[CH:27]=[CH:28][CH:29]=1.[Cl-].C1([N+:38]#N)C=CC=CC=1.